This data is from NCI-60 drug combinations with 297,098 pairs across 59 cell lines. The task is: Regression. Given two drug SMILES strings and cell line genomic features, predict the synergy score measuring deviation from expected non-interaction effect. (1) Drug 1: CC12CCC(CC1=CCC3C2CCC4(C3CC=C4C5=CN=CC=C5)C)O. Drug 2: C1=NC(=NC(=O)N1C2C(C(C(O2)CO)O)O)N. Cell line: DU-145. Synergy scores: CSS=8.89, Synergy_ZIP=-1.66, Synergy_Bliss=1.99, Synergy_Loewe=-0.981, Synergy_HSA=0.446. (2) Drug 1: C1=CC(=C2C(=C1NCCNCCO)C(=O)C3=C(C=CC(=C3C2=O)O)O)NCCNCCO. Drug 2: CC1C(C(CC(O1)OC2CC(CC3=C2C(=C4C(=C3O)C(=O)C5=CC=CC=C5C4=O)O)(C(=O)C)O)N)O. Cell line: HCT116. Synergy scores: CSS=41.3, Synergy_ZIP=-7.08, Synergy_Bliss=-9.51, Synergy_Loewe=-6.87, Synergy_HSA=-5.24. (3) Drug 1: CC1=C2C(C(=O)C3(C(CC4C(C3C(C(C2(C)C)(CC1OC(=O)C(C(C5=CC=CC=C5)NC(=O)C6=CC=CC=C6)O)O)OC(=O)C7=CC=CC=C7)(CO4)OC(=O)C)O)C)OC(=O)C. Drug 2: CC1C(C(CC(O1)OC2CC(CC3=C2C(=C4C(=C3O)C(=O)C5=C(C4=O)C(=CC=C5)OC)O)(C(=O)CO)O)N)O.Cl. Cell line: SF-539. Synergy scores: CSS=53.7, Synergy_ZIP=-7.96, Synergy_Bliss=-8.46, Synergy_Loewe=-15.8, Synergy_HSA=-3.80. (4) Drug 1: C1CC(C1)(C(=O)O)C(=O)O.[NH2-].[NH2-].[Pt+2]. Drug 2: CC1CCCC2(C(O2)CC(NC(=O)CC(C(C(=O)C(C1O)C)(C)C)O)C(=CC3=CSC(=N3)C)C)C. Cell line: M14. Synergy scores: CSS=56.7, Synergy_ZIP=2.43, Synergy_Bliss=0.524, Synergy_Loewe=-25.3, Synergy_HSA=2.37. (5) Drug 1: COC1=NC(=NC2=C1N=CN2C3C(C(C(O3)CO)O)O)N. Drug 2: C1=NNC2=C1C(=O)NC=N2. Cell line: UACC-257. Synergy scores: CSS=-0.319, Synergy_ZIP=0.293, Synergy_Bliss=0.169, Synergy_Loewe=-2.11, Synergy_HSA=-1.23.